From a dataset of Reaction yield outcomes from USPTO patents with 853,638 reactions. Predict the reaction yield, written as a fraction of the theoretical maximum amount of product (1.0 means a 100% yield; for example, 0.34 means a 34% yield). (1) The reactants are Br[C:2]1[CH:7]=[CH:6][N:5]=[C:4]2[N:8]([CH2:11][O:12][CH2:13][CH2:14][Si:15]([CH3:18])([CH3:17])[CH3:16])[CH:9]=[CH:10][C:3]=12.CC1(C)C(C)(C)OB([C:27]2[CH:28]=[N:29][N:30](C(OC(C)(C)C)=O)[CH:31]=2)O1.C(=O)([O-])[O-].[Na+].[Na+]. The catalyst is O1CCOCC1.O.C(OCC)(=O)C.C1C=CC([P]([Pd]([P](C2C=CC=CC=2)(C2C=CC=CC=2)C2C=CC=CC=2)([P](C2C=CC=CC=2)(C2C=CC=CC=2)C2C=CC=CC=2)[P](C2C=CC=CC=2)(C2C=CC=CC=2)C2C=CC=CC=2)(C2C=CC=CC=2)C2C=CC=CC=2)=CC=1. The product is [NH:29]1[CH:28]=[C:27]([C:2]2[CH:7]=[CH:6][N:5]=[C:4]3[N:8]([CH2:11][O:12][CH2:13][CH2:14][Si:15]([CH3:18])([CH3:17])[CH3:16])[CH:9]=[CH:10][C:3]=23)[CH:31]=[N:30]1. The yield is 0.690. (2) The reactants are [CH:1]1([CH2:4][O:5][NH:6][C:7]([C:9]2[C:20]([NH:21][C:22]3[CH:27]=[CH:26][C:25]([Cl:28])=[CH:24][C:23]=3[CH3:29])=[C:19]([F:30])[C:12]3[N:13]=[CH:14][N:15]([CH2:16][CH:17]=[O:18])[C:11]=3[CH:10]=2)=[O:8])[CH2:3][CH2:2]1.C(=O)([O-])[O-].[K+].[K+].[N+:37]([CH2:39]S(C1C=CC(C)=CC=1)(=O)=O)#[C-:38]. The product is [CH:1]1([CH2:4][O:5][NH:6][C:7]([C:9]2[C:20]([NH:21][C:22]3[CH:27]=[CH:26][C:25]([Cl:28])=[CH:24][C:23]=3[CH3:29])=[C:19]([F:30])[C:12]3[N:13]=[CH:14][N:15]([CH2:16][C:17]4[O:18][CH:39]=[N:37][CH:38]=4)[C:11]=3[CH:10]=2)=[O:8])[CH2:2][CH2:3]1. The yield is 0.500. The catalyst is CO.